From a dataset of Forward reaction prediction with 1.9M reactions from USPTO patents (1976-2016). Predict the product of the given reaction. (1) Given the reactants [Cl:1][C:2]1[CH:7]=[CH:6][CH:5]=[C:4]([Cl:8])[C:3]=1[N:9]([C:18](=[O:34])[NH:19][C:20](=O)[C:21]1[CH:26]=[CH:25][C:24]([C:27]([O:29][CH3:30])=[O:28])=[C:23]([O:31][CH3:32])[CH:22]=1)[NH:10]C(OC(C)(C)C)=O.FC(F)(F)C(O)=O, predict the reaction product. The product is: [Cl:1][C:2]1[CH:7]=[CH:6][CH:5]=[C:4]([Cl:8])[C:3]=1[N:9]1[C:18](=[O:34])[NH:19][C:20]([C:21]2[CH:26]=[CH:25][C:24]([C:27]([O:29][CH3:30])=[O:28])=[C:23]([O:31][CH3:32])[CH:22]=2)=[N:10]1. (2) Given the reactants C1C=CC(CC(NCN[C@H:13]([C:24]([OH:26])=O)[CH2:14][C:15]2[CH:20]=[CH:19][C:18]([N+]([O-])=O)=[CH:17][CH:16]=2)=O)=CC=1.C(N([CH2:32][CH3:33])CC)C.[CH:34]([OH:36])=O, predict the reaction product. The product is: [CH2:34]([O:36][C:19]1[CH:20]=[C:15]2[C:16](=[CH:17][CH:18]=1)[C@@H:24]([OH:26])[CH2:13][CH2:14]2)[C:33]1[CH:32]=[CH:15][CH:14]=[CH:13][CH:24]=1.